Dataset: Reaction yield outcomes from USPTO patents with 853,638 reactions. Task: Predict the reaction yield, written as a fraction of the theoretical maximum amount of product (1.0 means a 100% yield; for example, 0.34 means a 34% yield). (1) The reactants are [NH:1]1[CH2:6][CH2:5][NH:4][CH2:3][CH2:2]1.[C:7]1([C:13]([C:21]2[CH:26]=[CH:25][CH:24]=[CH:23][CH:22]=2)([C:15]2[CH:20]=[CH:19][CH:18]=[CH:17][CH:16]=2)Cl)[CH:12]=[CH:11][CH:10]=[CH:9][CH:8]=1.O. The catalyst is CN(C)C=O. The product is [C:7]1([C:13]([C:15]2[CH:16]=[CH:17][CH:18]=[CH:19][CH:20]=2)([C:21]2[CH:22]=[CH:23][CH:24]=[CH:25][CH:26]=2)[N:1]2[CH2:6][CH2:5][NH:4][CH2:3][CH2:2]2)[CH:8]=[CH:9][CH:10]=[CH:11][CH:12]=1. The yield is 0.990. (2) The catalyst is C(#N)C. The product is [NH2:18][C:16](=[O:17])[C@@H:15]([NH:22][C:4]1[N:3]=[C:2]([Cl:1])[N:7]=[C:6]([C:8]([NH2:10])=[O:9])[CH:5]=1)[CH3:14]. The reactants are [Cl:1][C:2]1[N:7]=[C:6]([C:8]([NH2:10])=[O:9])[CH:5]=[C:4](Cl)[N:3]=1.Cl.N[C@@H:14](C)[CH2:15][C:16]([NH2:18])=[O:17].CC[N:22](C(C)C)C(C)C. The yield is 0.790. (3) The reactants are [Cl:1][C:2]1[CH:7]=[C:6]([Cl:8])[CH:5]=[CH:4][C:3]=1[C:9](=[O:11])[CH3:10].[Br:12]Br. The catalyst is O1CCOCC1.C(OCC)C. The product is [Br:12][CH2:10][C:9]([C:3]1[CH:4]=[CH:5][C:6]([Cl:8])=[CH:7][C:2]=1[Cl:1])=[O:11]. The yield is 0.980. (4) The reactants are Br[C:2]1[C:11]([F:12])=[CH:10][CH:9]=[C:8]2[C:3]=1[CH:4]=[CH:5][C:6]([CH3:13])=[N:7]2.[N:14]1([C:20]([O:22][C:23]([CH3:26])([CH3:25])[CH3:24])=[O:21])[CH2:19][CH2:18][NH:17][CH2:16][CH2:15]1.C1(P(C2C(P(C3C=CC=CC=3)C3C=CC=CC=3)=C(C3C4C(=CC=CC=4)C=CC=3)C3C(C=2)=CC=CC=3)C2C=CC=CC=2)C=CC=CC=1.C(=O)([O-])[O-].[Cs+].[Cs+]. The catalyst is C1(C)C=CC=CC=1. The product is [F:12][C:11]1[C:2]([N:17]2[CH2:16][CH2:15][N:14]([C:20]([O:22][C:23]([CH3:26])([CH3:25])[CH3:24])=[O:21])[CH2:19][CH2:18]2)=[C:3]2[C:8](=[CH:9][CH:10]=1)[N:7]=[C:6]([CH3:13])[CH:5]=[CH:4]2. The yield is 0.650.